The task is: Predict which catalyst facilitates the given reaction.. This data is from Catalyst prediction with 721,799 reactions and 888 catalyst types from USPTO. (1) Reactant: [Br:1][C:2]1[CH:3]=[C:4]([CH:8]=[CH:9][C:10]=1[Cl:11])[C:5]([OH:7])=O.C(Cl)(=O)C(Cl)=O.N1C=CC=CC=1.[C:24]1([C@H:30]([NH2:32])[CH3:31])[CH:29]=[CH:28][CH:27]=[CH:26][CH:25]=1. The catalyst class is: 59. Product: [Br:1][C:2]1[CH:3]=[C:4]([CH:8]=[CH:9][C:10]=1[Cl:11])[C:5]([NH:32][C@@H:30]([C:24]1[CH:29]=[CH:28][CH:27]=[CH:26][CH:25]=1)[CH3:31])=[O:7]. (2) Reactant: [F:1][C:2]1[CH:29]=[CH:28][C:5]([CH2:6][NH:7][C:8]([C:10]2[C:11](=[O:27])[C:12]3[C:13]4[N:14]([CH:26]=2)[CH2:15][C:16](=[O:25])[N:17]([CH3:24])[C:18]=4[CH:19]=[C:20]([CH2:22]Cl)[CH:21]=3)=[O:9])=[CH:4][CH:3]=1.[O:30]1[C:34]2[CH:35]=[CH:36][CH:37]=[CH:38][C:33]=2[CH:32]=[C:31]1[C@@H:39]([OH:43])[CH2:40][NH:41][CH3:42].CCN(C(C)C)C(C)C. Product: [O:30]1[C:34]2[CH:35]=[CH:36][CH:37]=[CH:38][C:33]=2[CH:32]=[C:31]1[C@@H:39]([OH:43])[CH2:40][N:41]([CH2:22][C:20]1[CH:21]=[C:12]2[C:11](=[O:27])[C:10]([C:8]([NH:7][CH2:6][C:5]3[CH:28]=[CH:29][C:2]([F:1])=[CH:3][CH:4]=3)=[O:9])=[CH:26][N:14]3[CH2:15][C:16](=[O:25])[N:17]([CH3:24])[C:18]([CH:19]=1)=[C:13]23)[CH3:42]. The catalyst class is: 3. (3) Reactant: [Cl:1][C:2]1[CH:3]=[C:4]([NH:17][C:18]2[C:27]3[C:22](=[CH:23][CH:24]=[C:25]([C:28]4[O:29][C:30]([CH:33]=O)=[CH:31][CH:32]=4)[CH:26]=3)[N:21]=[CH:20][N:19]=2)[CH:5]=[CH:6][C:7]=1[O:8][CH2:9][C:10]1[CH:15]=[CH:14][CH:13]=[C:12]([F:16])[CH:11]=1.[CH2:35]([NH2:37])[CH3:36].C(O[BH-](OC(=O)C)OC(=O)C)(=O)C.[Na+].C(=O)([O-])[O-].[Na+].[Na+]. Product: [Cl:1][C:2]1[CH:3]=[C:4]([NH:17][C:18]2[C:27]3[C:22](=[CH:23][CH:24]=[C:25]([C:28]4[O:29][C:30]([CH2:33][NH:37][CH2:35][CH3:36])=[CH:31][CH:32]=4)[CH:26]=3)[N:21]=[CH:20][N:19]=2)[CH:5]=[CH:6][C:7]=1[O:8][CH2:9][C:10]1[CH:15]=[CH:14][CH:13]=[C:12]([F:16])[CH:11]=1. The catalyst class is: 7. (4) Reactant: [N:1]1[NH:2][C:3](=[O:19])[N:4]2[C:13]=1[C:12]1[CH:11]=[C:10]3[CH:14]=[CH:15][CH:16]=[CH:17][C:9]3=[CH:8][C:7]=1[NH:6][C:5]2=[O:18].[CH3:20][C:21]([O:24][C:25](O[C:25]([O:24][C:21]([CH3:23])([CH3:22])[CH3:20])=[O:26])=[O:26])([CH3:23])[CH3:22]. The catalyst class is: 215. Product: [O:19]=[C:3]1[N:4]2[C:5](=[O:18])[NH:6][C:7]3[CH:8]=[C:9]4[CH:17]=[CH:16][CH:15]=[CH:14][C:10]4=[CH:11][C:12]=3[C:13]2=[N:1][N:2]1[C:25]([O:24][C:21]([CH3:23])([CH3:22])[CH3:20])=[O:26].